Dataset: Experimentally validated miRNA-target interactions with 360,000+ pairs, plus equal number of negative samples. Task: Binary Classification. Given a miRNA mature sequence and a target amino acid sequence, predict their likelihood of interaction. (1) The miRNA is mmu-miR-3083-5p with sequence AGGCUGGGAAUAUUUCAGAGAU. The protein sequence of the target gene is MEISSHQSYLLQQLNEQRRQDVFCDCSILVEGKVFKAHRNVLFASSGYFKMLLSQNSRETSQPTTATFQTFSPDTFTVILDFVYSGKLSLTGQNVIEVMSAASFLQMTDVISVCKTFIKSSLDISEKEKDRYFSLSDKDTGSNGVERPPFYSSSWQEEGGSPHSHVSPDPGKPWNKYGYPPASQRSPQRPLAKHEQRKEPSKKAKHVRLPQPSEVVHFKPGKGEAQTDSGNHVSQSEEQVPVDAEVDPAPAGFQYSQGPDGIARSFPDDLTRLRFKCPFCTHVVKRKADLKRHLRCHTGE.... Result: 0 (no interaction). (2) The miRNA is hsa-miR-3145-3p with sequence AGAUAUUUUGAGUGUUUGGAAUUG. The protein sequence of the target gene is MFQIPVQNLDNIRKVRKRVKGILVDIGLDSCKELMKDLKSFDPGEKYFYNTSWGDVSPWEPSGKKARYRTKPYCCSLCRYSTKVLTSLKNHLHRYHEDEADQELMIPCPNCPFSSQPRVVGKHFRMFHAPARKVQSYTVNILGETKTSRSDVISFTCLKCNFSNTLYYSMKKHVLVAHFNYLINSYFGLRTEETGEQPKASDPVSVDKILPFDKYYCKKCSAIASSQDALMYHILTSDAHRDLENKLRSVISEHIKRTGFLKQMHIAPKPVTHLALPPNSSAPSIAAPPPCFQLALPQNS.... Result: 0 (no interaction). (3) The miRNA is hsa-miR-550a-3-5p with sequence AGUGCCUGAGGGAGUAAGAG. The protein sequence of the target gene is MKTPFGKTPGQRSRADAGHAGVSANMMKKRTSHKKHRTSVGPSKPVSQPRRNIVGCRIQHGWREGNGPVTQWKGTVLDQVPVNPSLYLIKYDGFDCVYGLELNKDERVSALEVLPDRVATSRISDAHLADTMIGKAVEHMFETEDGSKDEWRGMVLARAPVMNTWFYITYEKDPVLYMYQLLDDYKEGDLRIMPDSNDSPPAEREPGEVVDSLVGKQVEYAKEDGSKRTGMVIHQVEAKPSVYFIKFDDDFHIYVYDLVKTS. Result: 0 (no interaction). (4) The miRNA is hsa-miR-376a-3p with sequence AUCAUAGAGGAAAAUCCACGU. The protein sequence of the target gene is MATEGMILTNHDHQIRVGVLTVSDSCFRNLAEDRSGINLKDLVQDPSLLGGTISAYKIVPDEIEEIKETLIDWCDEKELNLILTTGGTGFAPRDVTPEATKEVIEREAPGMALAMLMGSLNVTPLGMLSRPVCGIRGKTLIINLPGSKKGSQECFQFILPALPHAIDLLRDAIVKVKEVHDELEDLPSPPPPLSPPPTTSPHKQTEDKGVQCEEEEEEKKDSGVASTEDSSSSHITAAALAAKIPDSIISRGVQVLPRDTASLSTTPSESPRAQATSRLSTASCPTPKQIRRPDESKGVA.... Result: 0 (no interaction). (5) The miRNA is mmu-miR-345-5p with sequence GCUGACCCCUAGUCCAGUGCUU. The protein sequence of the target gene is MNNLNDPPNWNIRPNARADGGDGSKWNYALLVPMLGLAAFRWIWSRESQKEIEKARKAYHQRTAAFQQDLEAKYHAVISEHRRAVAQLSLELEKEQNRTSSFREALISQGRKLAEEKKLLEQERAQIKQEKSRLQPLRNVYLSCLQEEDDWQRRAQHVLKEVGEALEERQNIYCSLIIPRSARLELEKSLLVRTSVDPVAADLEMAAGLSDIFKHDKHCGDVWNTNKRQNGKLMWMYLKYWELLVELKKFKKVEKVILEK. Result: 1 (interaction). (6) The miRNA is hsa-miR-548at-3p with sequence CAAAACCGCAGUAACUUUUGU. The protein sequence of the target gene is MATDDSIIVLDDDDEDEAAAQPGPSNLPPNPASTGPGPGLSQQATGLSEPRVDGGSSNSGSRKCYKLDNEKLFEEFLELCKTETSDHPEVVPFLHKLQQRAQSVFLASAEFCNILSRVLARSRKRPAKIYVYINELCTVLKAHSIKKKLNLAPAASTTSEASGPNPPTEPPSDLTNTENTASEASRTRGSRRQIQRLEQLLALYVAEIRRLQEKELDLSELDDPDSSYLQEARLKRKLIRLFGRLCELKDCSSLTGRVIEQRIPYRGTRYPEVNRRIERLINKPGLDTFPDYGDVLRAVE.... Result: 0 (no interaction).